Predict the reactants needed to synthesize the given product. From a dataset of Full USPTO retrosynthesis dataset with 1.9M reactions from patents (1976-2016). (1) The reactants are: [CH3:1][C@H:2]1[C@@H:6]([C:7]2[CH:12]=[CH:11][CH:10]=[CH:9][CH:8]=2)[O:5][C:4](=[O:13])[N:3]1[C:14](=[O:19])[CH2:15][CH2:16][CH2:17][CH3:18].C[Si]([N-][Si](C)(C)C)(C)C.[Na+].FC(F)(F)S(O[CH2:36][CH3:37])(=O)=O. Given the product [CH2:36]([C@@H:15]([CH2:16][CH2:17][CH3:18])[C:14]([N:3]1[C@@H:2]([CH3:1])[C@@H:6]([C:7]2[CH:12]=[CH:11][CH:10]=[CH:9][CH:8]=2)[O:5][C:4]1=[O:13])=[O:19])[CH3:37], predict the reactants needed to synthesize it. (2) Given the product [Cl:15][C:16]1[C:17]([N:23]2[C:5]([C:7]3[O:8][CH:9]=[CH:10][CH:11]=3)=[CH:4][C:3]([C:2]([F:14])([F:13])[F:1])=[N:24]2)=[N:18][CH:19]=[C:20]([Cl:22])[CH:21]=1, predict the reactants needed to synthesize it. The reactants are: [F:1][C:2]([F:14])([F:13])[C:3](=O)[CH2:4][C:5]([C:7]1[O:8][CH:9]=[CH:10][CH:11]=1)=O.[Cl:15][C:16]1[C:17]([NH:23][NH2:24])=[N:18][CH:19]=[C:20]([Cl:22])[CH:21]=1. (3) The reactants are: Cl[C:2]1[CH:7]=[CH:6][CH:5]=[C:4]([O:8][CH3:9])[N:3]=1.[CH2:10]([NH2:14])[CH:11]([CH3:13])[CH3:12].C[Si](C)(C)[N-][Si](C)(C)C.[Li+].O1CCCC1. Given the product [CH3:9][O:8][C:4]1[N:3]=[C:2]([NH:14][CH2:10][CH:11]([CH3:13])[CH3:12])[CH:7]=[CH:6][CH:5]=1, predict the reactants needed to synthesize it. (4) Given the product [F:8][C:7]1[CH:6]=[CH:5][C:4]([C:9]2[N:10]=[C:11]([CH:21]([CH3:23])[CH3:22])[NH:12][C:13]=2[C:14]2[CH:19]=[CH:18][CH:17]=[C:16]([CH3:20])[N:15]=2)=[CH:3][C:2]=1[C:38]1[CH:39]=[CH:40][C:35]([NH:34][C:32]([NH:31][N:28]2[CH2:29][CH2:30][N:25]([CH3:24])[CH2:26][CH2:27]2)=[O:33])=[CH:36][CH:37]=1, predict the reactants needed to synthesize it. The reactants are: Br[C:2]1[CH:3]=[C:4]([C:9]2[N:10]=[C:11]([CH:21]([CH3:23])[CH3:22])[NH:12][C:13]=2[C:14]2[CH:19]=[CH:18][CH:17]=[C:16]([CH3:20])[N:15]=2)[CH:5]=[CH:6][C:7]=1[F:8].[CH3:24][N:25]1[CH2:30][CH2:29][N:28]([NH:31][C:32]([NH:34][C:35]2[CH:40]=[CH:39][C:38](B3OC(C)(C)C(C)(C)O3)=[CH:37][CH:36]=2)=[O:33])[CH2:27][CH2:26]1.O.C(=O)([O-])[O-].[Na+].[Na+]. (5) Given the product [Br:11][C:12]1[CH:13]=[CH:14][C:15]([S:8][CH2:7][C:1]2[CH:6]=[CH:5][CH:4]=[CH:3][CH:2]=2)=[N:16][CH:17]=1, predict the reactants needed to synthesize it. The reactants are: [C:1]1([CH2:7][SH:8])[CH:6]=[CH:5][CH:4]=[CH:3][CH:2]=1.[H-].[Na+].[Br:11][C:12]1[CH:13]=[CH:14][C:15](Cl)=[N:16][CH:17]=1.O. (6) Given the product [CH2:27]([N:1]1[CH2:6][CH2:5][CH:4]([CH2:7][NH:8][C:9]([C:11]2[CH:15]=[N:14][N:13]([CH2:16][C:17]3[CH:22]=[CH:21][C:20]([S:23](=[O:25])(=[O:26])[NH2:24])=[CH:19][CH:18]=3)[N:12]=2)=[O:10])[CH2:3][CH2:2]1)[C:28]1[CH:33]=[CH:32][CH:31]=[CH:30][CH:29]=1, predict the reactants needed to synthesize it. The reactants are: [NH:1]1[CH2:6][CH2:5][CH:4]([CH2:7][NH:8][C:9]([C:11]2[CH:15]=[N:14][N:13]([CH2:16][C:17]3[CH:22]=[CH:21][C:20]([S:23](=[O:26])(=[O:25])[NH2:24])=[CH:19][CH:18]=3)[N:12]=2)=[O:10])[CH2:3][CH2:2]1.[CH2:27](Br)[C:28]1[CH:33]=[CH:32][CH:31]=[CH:30][CH:29]=1.C(=O)([O-])[O-].[K+].[K+].